Dataset: hERG potassium channel inhibition data for cardiac toxicity prediction from Karim et al.. Task: Regression/Classification. Given a drug SMILES string, predict its toxicity properties. Task type varies by dataset: regression for continuous values (e.g., LD50, hERG inhibition percentage) or binary classification for toxic/non-toxic outcomes (e.g., AMES mutagenicity, cardiotoxicity, hepatotoxicity). Dataset: herg_karim. (1) The compound is Clc1cnc2nc(Oc3ccc(CN4CCCCC4)cc3)sc2c1. The result is 0 (non-blocker). (2) The compound is Nc1ccnc(N2CCC(n3c(=O)n(Cc4ccccc4)c4cccnc43)CC2)c1. The result is 1 (blocker).